From a dataset of Full USPTO retrosynthesis dataset with 1.9M reactions from patents (1976-2016). Predict the reactants needed to synthesize the given product. Given the product [CH2:3]([N:10]1[CH2:15][CH2:14][CH:13]([OH:16])[CH:12]([CH:17]([CH3:19])[CH3:18])[CH2:11]1)[C:4]1[CH:5]=[CH:6][CH:7]=[CH:8][CH:9]=1, predict the reactants needed to synthesize it. The reactants are: [BH4-].[Na+].[CH2:3]([N:10]1[CH2:15][CH2:14][C:13](=[O:16])[CH:12]([CH:17]([CH3:19])[CH3:18])[CH2:11]1)[C:4]1[CH:9]=[CH:8][CH:7]=[CH:6][CH:5]=1.